Regression. Given two drug SMILES strings and cell line genomic features, predict the synergy score measuring deviation from expected non-interaction effect. From a dataset of NCI-60 drug combinations with 297,098 pairs across 59 cell lines. (1) Drug 1: CC1CCC2CC(C(=CC=CC=CC(CC(C(=O)C(C(C(=CC(C(=O)CC(OC(=O)C3CCCCN3C(=O)C(=O)C1(O2)O)C(C)CC4CCC(C(C4)OC)OCCO)C)C)O)OC)C)C)C)OC. Drug 2: CS(=O)(=O)OCCCCOS(=O)(=O)C. Cell line: HS 578T. Synergy scores: CSS=15.0, Synergy_ZIP=-3.41, Synergy_Bliss=-1.07, Synergy_Loewe=-8.26, Synergy_HSA=0.601. (2) Drug 1: CCC1(CC2CC(C3=C(CCN(C2)C1)C4=CC=CC=C4N3)(C5=C(C=C6C(=C5)C78CCN9C7C(C=CC9)(C(C(C8N6C)(C(=O)OC)O)OC(=O)C)CC)OC)C(=O)OC)O.OS(=O)(=O)O. Drug 2: CC1=C2C(C(=O)C3(C(CC4C(C3C(C(C2(C)C)(CC1OC(=O)C(C(C5=CC=CC=C5)NC(=O)OC(C)(C)C)O)O)OC(=O)C6=CC=CC=C6)(CO4)OC(=O)C)O)C)O. Cell line: HCT116. Synergy scores: CSS=-5.81, Synergy_ZIP=0.917, Synergy_Bliss=-7.40, Synergy_Loewe=-9.23, Synergy_HSA=-9.99.